Dataset: Catalyst prediction with 721,799 reactions and 888 catalyst types from USPTO. Task: Predict which catalyst facilitates the given reaction. (1) Reactant: [CH3:1][NH:2][S:3]([CH2:6][C:7]1[CH:8]=[CH:9][C:10]2[NH:15][CH:14]=[C:13]([CH2:16][CH2:17][N:18]([CH3:20])[CH3:19])[C:11]=2[CH:12]=1)(=[O:5])=[O:4].[C:21]([OH:28])(=[O:27])[CH2:22][CH2:23][C:24]([OH:26])=[O:25]. Product: [CH3:1][NH:2][S:3]([CH2:6][C:7]1[CH:8]=[CH:9][C:10]2[NH:15][CH:14]=[C:13]([CH2:16][CH2:17][N:18]([CH3:20])[CH3:19])[C:11]=2[CH:12]=1)(=[O:5])=[O:4].[CH2:22]([C:21]([OH:28])=[O:27])[CH2:23][C:24]([OH:26])=[O:25]. The catalyst class is: 244. (2) Reactant: C[O:2][C:3](=[O:27])[CH:4]([C:9]1[CH:10]=[C:11]([CH:18](C(OC)=O)[C:19]([O:21]C)=[O:20])[CH:12]=[CH:13][C:14]=1[N+:15]([O-:17])=[O:16])C(OC)=O.[OH-].[Na+].Cl. Product: [N+:15]([C:14]1[CH:13]=[CH:12][C:11]([CH2:18][C:19]([OH:21])=[O:20])=[CH:10][C:9]=1[CH2:4][C:3]([OH:27])=[O:2])([O-:17])=[O:16]. The catalyst class is: 24.